From a dataset of Reaction yield outcomes from USPTO patents with 853,638 reactions. Predict the reaction yield, written as a fraction of the theoretical maximum amount of product (1.0 means a 100% yield; for example, 0.34 means a 34% yield). (1) The reactants are Cl[C:2]1[CH:7]=[C:6]([CH:8]([CH3:14])[C:9]([O:11][CH2:12][CH3:13])=[O:10])[CH:5]=[CH:4][N:3]=1.C([NH:19][C:20](=[O:22])[O-:21])(C)(C)C.[C:23](=O)([O-])[O-].[Cs+].[Cs+].[CH2:29]1[CH2:33]OC[CH2:30]1. The catalyst is C1C=CC(/C=C/C(/C=C/C2C=CC=CC=2)=O)=CC=1.C1C=CC(/C=C/C(/C=C/C2C=CC=CC=2)=O)=CC=1.C1C=CC(/C=C/C(/C=C/C2C=CC=CC=2)=O)=CC=1.[Pd].[Pd].CC1(C)C2C(=C(P(C3C=CC=CC=3)C3C=CC=CC=3)C=CC=2)OC2C(P(C3C=CC=CC=3)C3C=CC=CC=3)=CC=CC1=2. The product is [C:29]([O:21][C:20]([NH:19][C:2]1[CH:7]=[C:6]([CH:8]([CH3:14])[C:9]([O:11][CH2:12][CH3:13])=[O:10])[CH:5]=[CH:4][N:3]=1)=[O:22])([CH3:30])([CH3:33])[CH3:23]. The yield is 0.610. (2) The reactants are [F:1][C:2]([F:22])([C:16]1[CH:21]=[CH:20][CH:19]=[CH:18][CH:17]=1)[CH2:3][O:4][C:5]1[CH:10]=[CH:9][C:8]([CH2:11][C:12]([NH2:14])=O)=[CH:7][C:6]=1[F:15].FC(F)(C1C=CC=CC=1)COC1C=CC(CCN)=CC=1C. No catalyst specified. The product is [F:22][C:2]([F:1])([C:16]1[CH:21]=[CH:20][CH:19]=[CH:18][CH:17]=1)[CH2:3][O:4][C:5]1[CH:10]=[CH:9][C:8]([CH2:11][CH2:12][NH2:14])=[CH:7][C:6]=1[F:15]. The yield is 0.390. (3) The reactants are [Br:1][C:2]1[CH:3]=[CH:4][C:5]([O:20][CH3:21])=[C:6]([C:8]([CH3:19])([CH3:18])[CH2:9][C:10]([OH:17])([C:13]([F:16])([F:15])[F:14])[CH2:11][OH:12])[CH:7]=1.C(N(CC)CC)C.[Cl-].[NH4+].C(OC)(C)(C)C. The catalyst is ClCCl.CS(C)=O. The product is [Br:1][C:2]1[CH:3]=[CH:4][C:5]([O:20][CH3:21])=[C:6]([C:8]([CH3:19])([CH3:18])[CH2:9][C:10]([OH:17])([C:13]([F:16])([F:15])[F:14])[CH:11]=[O:12])[CH:7]=1. The yield is 0.798. (4) The reactants are [CH3:1][CH:2]([CH3:38])[CH2:3][C@H:4]([NH:21][C:22]1[N:27]=[CH:26][C:25]([C:28]([NH:30][CH2:31][CH2:32][C:33]([O:35]CC)=[O:34])=[O:29])=[CH:24][CH:23]=1)[C:5]1[CH:10]=[CH:9][C:8]([C:11]2[CH:16]=[CH:15][C:14]([C:17]([F:20])([F:19])[F:18])=[CH:13][N:12]=2)=[CH:7][CH:6]=1.O1CCCC1.[OH-].[Li+]. The catalyst is CO. The product is [CH3:1][CH:2]([CH3:38])[CH2:3][C@H:4]([NH:21][C:22]1[N:27]=[CH:26][C:25]([C:28]([NH:30][CH2:31][CH2:32][C:33]([OH:35])=[O:34])=[O:29])=[CH:24][CH:23]=1)[C:5]1[CH:10]=[CH:9][C:8]([C:11]2[CH:16]=[CH:15][C:14]([C:17]([F:20])([F:19])[F:18])=[CH:13][N:12]=2)=[CH:7][CH:6]=1. The yield is 0.870.